From a dataset of Reaction yield outcomes from USPTO patents with 853,638 reactions. Predict the reaction yield, written as a fraction of the theoretical maximum amount of product (1.0 means a 100% yield; for example, 0.34 means a 34% yield). (1) The reactants are [CH3:1][O-:2].[Na+].[Na].Cl[C:6]1[CH:11]=[C:10]([O:12][CH2:13][CH3:14])[CH:9]=[C:8](C)[C:7]=1[N+:16]([O-:18])=[O:17].[CH3:19]O. No catalyst specified. The product is [CH2:13]([O:12][C:10]1[CH:11]=[C:6]([O:2][CH3:1])[C:7]([N+:16]([O-:18])=[O:17])=[CH:8][C:9]=1[CH3:19])[CH3:14]. The yield is 0.320. (2) The reactants are Cl[C:2]1[C:7]([O:8][CH2:9][CH3:10])=[CH:6][N:5]=[CH:4][N:3]=1.[N:11]1([C:17]([O:19][CH2:20][CH3:21])=[O:18])[CH2:16][CH2:15][NH:14][CH2:13][CH2:12]1.C([O-])([O-])=O.[K+].[K+]. The catalyst is CC#N. The product is [CH2:20]([O:19][C:17]([N:11]1[CH2:12][CH2:13][N:14]([C:2]2[C:7]([O:8][CH2:9][CH3:10])=[CH:6][N:5]=[CH:4][N:3]=2)[CH2:15][CH2:16]1)=[O:18])[CH3:21]. The yield is 0.650. (3) The reactants are Br[C:2]1[N:7]=[C:6]2[N:8]([CH2:13][CH2:14][O:15][CH3:16])[C:9](=[O:12])[CH2:10][NH:11][C:5]2=[N:4][CH:3]=1.C[Sn](C)(C)[C:19]1[CH:20]=[CH:21][C:22]([C:25]([OH:28])([CH3:27])[CH3:26])=[N:23][CH:24]=1. The catalyst is CN(C)C=O.Cl[Pd](Cl)([P](C1C=CC=CC=1)(C1C=CC=CC=1)C1C=CC=CC=1)[P](C1C=CC=CC=1)(C1C=CC=CC=1)C1C=CC=CC=1. The product is [OH:28][C:25]([C:22]1[N:23]=[CH:24][C:19]([C:2]2[N:7]=[C:6]3[N:8]([CH2:13][CH2:14][O:15][CH3:16])[C:9](=[O:12])[CH2:10][NH:11][C:5]3=[N:4][CH:3]=2)=[CH:20][CH:21]=1)([CH3:27])[CH3:26]. The yield is 0.380.